Dataset: Reaction yield outcomes from USPTO patents with 853,638 reactions. Task: Predict the reaction yield, written as a fraction of the theoretical maximum amount of product (1.0 means a 100% yield; for example, 0.34 means a 34% yield). (1) The reactants are [CH3:1][O:2][C:3](=[O:31])[C:4]1[CH:9]=[CH:8][C:7]([CH2:10][N:11]2[CH:15]=[C:14]([C:16]3[CH:21]=[CH:20][C:19]([Cl:22])=[CH:18][C:17]=3[Cl:23])[N:13]=[C:12]2[C:24]2[CH:29]=[CH:28][C:27](Br)=[CH:26][CH:25]=2)=[CH:6][CH:5]=1.[NH2:32][C:33]1[CH:34]=[C:35](B(O)O)[CH:36]=[CH:37][CH:38]=1. No catalyst specified. The product is [CH3:1][O:2][C:3](=[O:31])[C:4]1[CH:9]=[CH:8][C:7]([CH2:10][N:11]2[CH:15]=[C:14]([C:16]3[CH:21]=[CH:20][C:19]([Cl:22])=[CH:18][C:17]=3[Cl:23])[N:13]=[C:12]2[C:24]2[CH:29]=[CH:28][C:27]([C:37]3[CH:36]=[CH:35][CH:34]=[C:33]([NH2:32])[CH:38]=3)=[CH:26][CH:25]=2)=[CH:6][CH:5]=1. The yield is 0.740. (2) The reactants are [Cl:1][C:2]1[CH:25]=[C:24]([C:26]([F:29])([F:28])[F:27])[CH:23]=[CH:22][C:3]=1[CH2:4][N:5]1[C:9]([CH2:10][CH2:11][C:12]([O:14]CC)=[O:13])=[CH:8][C:7]([O:17][CH2:18][CH:19]2[CH2:21][CH2:20]2)=[N:6]1.[OH-].[Na+].O1CCCC1. The catalyst is C(O)C. The product is [Cl:1][C:2]1[CH:25]=[C:24]([C:26]([F:29])([F:27])[F:28])[CH:23]=[CH:22][C:3]=1[CH2:4][N:5]1[C:9]([CH2:10][CH2:11][C:12]([OH:14])=[O:13])=[CH:8][C:7]([O:17][CH2:18][CH:19]2[CH2:21][CH2:20]2)=[N:6]1. The yield is 0.840. (3) The product is [N:27]1[CH:32]=[CH:31][CH:30]=[CH:29][C:28]=1[CH2:33][C:34]([NH:1][C:2]1[CH:3]=[C:4]([C:8]2[C:16]3[C:11](=[CH:12][CH:13]=[C:14]([C:17]([NH2:19])=[O:18])[CH:15]=3)[NH:10][N:9]=2)[CH:5]=[CH:6][CH:7]=1)=[O:35]. No catalyst specified. The yield is 0.100. The reactants are [NH2:1][C:2]1[CH:3]=[C:4]([C:8]2[C:16]3[C:11](=[CH:12][CH:13]=[C:14]([C:17]([NH2:19])=[O:18])[CH:15]=3)[N:10](C3CCCCO3)[N:9]=2)[CH:5]=[CH:6][CH:7]=1.Cl.[N:27]1[CH:32]=[CH:31][CH:30]=[CH:29][C:28]=1[CH2:33][C:34](O)=[O:35].CCN=C=NCCCN(C)C. (4) The product is [CH2:30]([O:29][C:27]([C:2]1[N:7]=[C:6]2[N:8]([CH2:11][C:12]3[CH:13]=[C:14]4[C:19](=[CH:20][CH:21]=3)[N:18]=[CH:17][CH:16]=[CH:15]4)[N:9]=[N:10][C:5]2=[N:4][CH:3]=1)=[CH2:28])[CH3:31]. The yield is 0.550. The reactants are Br[C:2]1[N:7]=[C:6]2[N:8]([CH2:11][C:12]3[CH:13]=[C:14]4[C:19](=[CH:20][CH:21]=3)[N:18]=[CH:17][CH:16]=[CH:15]4)[N:9]=[N:10][C:5]2=[N:4][CH:3]=1.C([SnH2][C:27]([O:29][CH2:30][CH3:31])=[CH2:28])CCC. The catalyst is C(#N)C.Cl[Pd](Cl)([P](C1C=CC=CC=1)(C1C=CC=CC=1)C1C=CC=CC=1)[P](C1C=CC=CC=1)(C1C=CC=CC=1)C1C=CC=CC=1.[Cu]I.